This data is from Forward reaction prediction with 1.9M reactions from USPTO patents (1976-2016). The task is: Predict the product of the given reaction. Given the reactants C([NH:4][C:5]1[C:10]([Cl:11])=[C:9]([C:12]([O:14][CH3:15])=[O:13])[N:8]=[C:7]([C:16]2[C:17]([Cl:23])=[N:18][C:19]([Cl:22])=[CH:20][CH:21]=2)[CH:6]=1)(=O)C.C(Cl)(=O)C, predict the reaction product. The product is: [NH2:4][C:5]1[C:10]([Cl:11])=[C:9]([C:12]([O:14][CH3:15])=[O:13])[N:8]=[C:7]([C:16]2[C:17]([Cl:23])=[N:18][C:19]([Cl:22])=[CH:20][CH:21]=2)[CH:6]=1.